From a dataset of Forward reaction prediction with 1.9M reactions from USPTO patents (1976-2016). Predict the product of the given reaction. (1) Given the reactants [F:1][C:2]1[CH:7]=[CH:6][C:5]([C@@H:8]([NH:11][C:12]([C:14]2[CH:19]=[CH:18][C:17]([C@@H:20]3[O:25][CH2:24][CH2:23][N:22](C(OC(C)(C)C)=O)[CH2:21]3)=[CH:16][CH:15]=2)=[O:13])[CH2:9][OH:10])=[CH:4][CH:3]=1.FC(F)(F)C(O)=O, predict the reaction product. The product is: [F:1][C:2]1[CH:7]=[CH:6][C:5]([C@@H:8]([NH:11][C:12](=[O:13])[C:14]2[CH:19]=[CH:18][C:17]([C@@H:20]3[O:25][CH2:24][CH2:23][NH:22][CH2:21]3)=[CH:16][CH:15]=2)[CH2:9][OH:10])=[CH:4][CH:3]=1. (2) The product is: [F:1][C:2]1[CH:7]=[C:6]([NH:8][C:22](=[O:23])[CH2:21][C:18](=[O:20])[CH3:19])[CH:5]=[CH:4][C:3]=1[NH:9][CH2:10][CH2:11][CH2:12][CH:13]1[CH2:17][CH2:16][CH2:15][O:14]1. Given the reactants [F:1][C:2]1[CH:7]=[C:6]([NH2:8])[CH:5]=[CH:4][C:3]=1[NH:9][CH2:10][CH2:11][CH2:12][CH:13]1[CH2:17][CH2:16][CH2:15][O:14]1.[C:18]([CH:21]=[C:22]=[O:23])(=[O:20])[CH3:19], predict the reaction product. (3) Given the reactants Cl.C([O:5][C:6]1[C:11](=[O:12])[N:10]([CH:13]([CH3:15])[CH3:14])[C:9](=[O:16])[N:8]2[CH:17]([CH2:30][CH2:31][NH:32][CH3:33])[CH2:18][N:19]([CH2:22][C:23]3[CH:28]=[CH:27][C:26]([F:29])=[CH:25][CH:24]=3)[C:20](=[O:21])[C:7]=12)(=O)C.[C:34](Cl)(=[O:41])[C:35]1[CH:40]=[CH:39][CH:38]=[CH:37][CH:36]=1.C(N(CC)CC)C.C[O-].[Na+].Cl.FC(F)(F)C(O)=O, predict the reaction product. The product is: [F:29][C:26]1[CH:27]=[CH:28][C:23]([CH2:22][N:19]2[CH2:18][CH:17]([CH2:30][CH2:31][N:32]([CH3:33])[C:34](=[O:41])[C:35]3[CH:40]=[CH:39][CH:38]=[CH:37][CH:36]=3)[N:8]3[C:9](=[O:16])[N:10]([CH:13]([CH3:14])[CH3:15])[C:11](=[O:12])[C:6]([OH:5])=[C:7]3[C:20]2=[O:21])=[CH:24][CH:25]=1. (4) The product is: [CH2:12]([O:5][C:4](=[O:6])[C:3]1[CH:7]=[CH:8][C:9]([F:11])=[CH:10][C:2]=1[F:1])[CH3:13]. Given the reactants [F:1][C:2]1[CH:10]=[C:9]([F:11])[CH:8]=[CH:7][C:3]=1[C:4]([OH:6])=[O:5].[CH2:12](O)[CH3:13], predict the reaction product. (5) Given the reactants [CH3:1][O:2][C:3]1[N:8]=[C:7]2[C:9]([C:13]3[N:37](S(C4C=CC(C)=CC=4)(=O)=O)[C:16]4=[N:17][CH:18]=[CH:19][C:20]([CH2:21][NH:22][CH2:23][C:24]5[CH:29]=[CH:28][C:27]([N:30]6[CH2:35][CH2:34][N:33]([CH3:36])[CH2:32][CH2:31]6)=[CH:26][CH:25]=5)=[C:15]4[CH:14]=3)=[CH:10][N:11]([CH3:12])[C:6]2=[CH:5][C:4]=1[O:48][CH3:49].[OH-].[K+], predict the reaction product. The product is: [CH3:1][O:2][C:3]1[N:8]=[C:7]2[C:9]([C:13]3[NH:37][C:16]4=[N:17][CH:18]=[CH:19][C:20]([CH2:21][NH:22][CH2:23][C:24]5[CH:25]=[CH:26][C:27]([N:30]6[CH2:31][CH2:32][N:33]([CH3:36])[CH2:34][CH2:35]6)=[CH:28][CH:29]=5)=[C:15]4[CH:14]=3)=[CH:10][N:11]([CH3:12])[C:6]2=[CH:5][C:4]=1[O:48][CH3:49]. (6) Given the reactants [CH2:1]([C:3]1[N:7]([CH2:8][CH2:9][CH3:10])[N:6]=[C:5]([C:11]#[N:12])[CH:4]=1)[CH3:2].C([O-])(=O)C.[K+].[Br:18]Br.S([O-])(O)=O.[Na+], predict the reaction product. The product is: [Br:18][C:4]1[C:5]([C:11]#[N:12])=[N:6][N:7]([CH2:8][CH2:9][CH3:10])[C:3]=1[CH2:1][CH3:2].